Dataset: Full USPTO retrosynthesis dataset with 1.9M reactions from patents (1976-2016). Task: Predict the reactants needed to synthesize the given product. (1) Given the product [F:1][C:2]1[CH:7]=[C:6]([O:8][CH2:9][C:10]2[CH:15]=[CH:14][C:13]([F:16])=[CH:12][CH:11]=2)[CH:5]=[CH:4][C:3]=1[NH:17][C:19]([C:22]1([C:25]([NH2:27])=[O:26])[CH2:24][CH2:23]1)=[O:20], predict the reactants needed to synthesize it. The reactants are: [F:1][C:2]1[CH:7]=[C:6]([O:8][CH2:9][C:10]2[CH:15]=[CH:14][C:13]([F:16])=[CH:12][CH:11]=2)[CH:5]=[CH:4][C:3]=1[NH2:17].Cl.[C:19]([C:22]1([C:25]([NH2:27])=[O:26])[CH2:24][CH2:23]1)(O)=[O:20].Cl.CN(C)CCCN=C=NCC.C(N(CC)CC)C. (2) Given the product [Cl:30][C:27]1[CH:26]=[CH:25][C:24]([CH:9]2[C:8]3[NH:4][C:5]([C:35]4[CH2:36][CH2:37][O:32][CH2:33][CH:34]=4)=[N:6][C:7]=3[C:11](=[O:12])[N:10]2[C:13]2[N:18]=[C:17]3[N:19]([CH3:22])[N:20]=[N:21][C:16]3=[C:15]([CH3:23])[CH:14]=2)=[CH:29][CH:28]=1, predict the reactants needed to synthesize it. The reactants are: C([N:4]1[C:8]2[CH:9]([C:24]3[CH:29]=[CH:28][C:27]([Cl:30])=[CH:26][CH:25]=3)[N:10]([C:13]3[N:18]=[C:17]4[N:19]([CH3:22])[N:20]=[N:21][C:16]4=[C:15]([CH3:23])[CH:14]=3)[C:11](=[O:12])[C:7]=2[N:6]=[C:5]1Br)C=C.[O:32]1[CH2:37][CH:36]=[C:35](B2OC(C)(C)C(C)(C)O2)[CH2:34][CH2:33]1. (3) Given the product [CH2:1]([O:3][C:4]([C:6]1[C:10]([CH2:11][CH:12]=[O:13])=[C:9]([C:20]2[CH:25]=[CH:24][C:23]([Cl:26])=[CH:22][CH:21]=2)[N:8]([C:27]2[CH:32]=[CH:31][CH:30]=[CH:29][C:28]=2[Cl:33])[N:7]=1)=[O:5])[CH3:2], predict the reactants needed to synthesize it. The reactants are: [CH2:1]([O:3][C:4]([C:6]1[C:10]([CH:11]=[CH:12][O:13]CC[Si](C)(C)C)=[C:9]([C:20]2[CH:25]=[CH:24][C:23]([Cl:26])=[CH:22][CH:21]=2)[N:8]([C:27]2[CH:32]=[CH:31][CH:30]=[CH:29][C:28]=2[Cl:33])[N:7]=1)=[O:5])[CH3:2].F.